This data is from Peptide-MHC class I binding affinity with 185,985 pairs from IEDB/IMGT. The task is: Regression. Given a peptide amino acid sequence and an MHC pseudo amino acid sequence, predict their binding affinity value. This is MHC class I binding data. (1) The peptide sequence is FELLNAPAT. The MHC is HLA-B44:03 with pseudo-sequence HLA-B44:03. The binding affinity (normalized) is 0.194. (2) The peptide sequence is FETSIKPCVKL. The MHC is Mamu-B01 with pseudo-sequence Mamu-B01. The binding affinity (normalized) is 0. (3) The peptide sequence is LLDSIKMIY. The MHC is HLA-A33:01 with pseudo-sequence HLA-A33:01. The binding affinity (normalized) is 0.00268. (4) The peptide sequence is LAHQNKTPV. The MHC is H-2-Kb with pseudo-sequence H-2-Kb. The binding affinity (normalized) is 0.570. (5) The peptide sequence is YVPGYSITT. The MHC is HLA-A02:01 with pseudo-sequence HLA-A02:01. The binding affinity (normalized) is 0.549. (6) The peptide sequence is RPVPHWPKY. The MHC is HLA-A03:01 with pseudo-sequence HLA-A03:01. The binding affinity (normalized) is 0.0847. (7) The peptide sequence is PSYQLPLPM. The MHC is HLA-A02:11 with pseudo-sequence HLA-A02:11. The binding affinity (normalized) is 0.0847. (8) The peptide sequence is TFANGGVATMR. The MHC is H-2-Kd with pseudo-sequence H-2-Kd. The binding affinity (normalized) is 0.226. (9) The peptide sequence is FVKFNDYRK. The MHC is HLA-A03:01 with pseudo-sequence HLA-A03:01. The binding affinity (normalized) is 0.104. (10) The peptide sequence is LFMHFRGG. The MHC is HLA-B27:05 with pseudo-sequence HLA-B27:05. The binding affinity (normalized) is 0.0462.